From a dataset of Experimentally validated miRNA-target interactions with 360,000+ pairs, plus equal number of negative samples. Binary Classification. Given a miRNA mature sequence and a target amino acid sequence, predict their likelihood of interaction. (1) Result: 0 (no interaction). The miRNA is hsa-miR-3677-3p with sequence CUCGUGGGCUCUGGCCACGGCC. The protein sequence of the target gene is MEPVGCCGECRGSSVDPRSTFVLSNLAEVVERVLTFLPAKALLRVACVCRLWRECVRRVLRTHRSVTWISAGLAEAGHLEGHCLVRVVAEELENVRILPHTVLYMADSETFISLEECRGHKRARKRTSMETALALEKLFPKQCQVLGIVTPGIVVTPMGSGSNRPQEIEIGESGFALLFPQIEGIKIQPFHFIKDPKNLTLERHQLTEVGLLDNPELRVVLVFGYNCCKVGASNYLQQVVSTFSDMNIILAGGQVDNLSSLTSEKNPLDIDASGVVGLSFSGHRIQSATVLLNEDVSDEK.... (2) The miRNA is hsa-miR-497-3p with sequence CAAACCACACUGUGGUGUUAGA. The protein sequence of the target gene is MRTLEDSSGTVLHRLIQEQLRYGNLTETRTLLAIQQQALRGGAGAGGTGSPQASLEIGAPEDSQVLQQATRQEPQGQEHQGGETHLAENRLYRLCPQPSKGEELPTYEEAKAHSQYYAAQQAGSRPHVGDRDPRGGVSGGGRRQDEALRELRHGHVRSLSERLLQLSLERNGARVPSHMSSSHSFPQLARSQQGPQPRGPPAEGPEPRGPPPQYPHAVMAQETAAVTDPRYRPRSSPHFQHAEVRILQAQVPPVFLQQQQYQYLPQPQEHSPPLHPAALGHGPPSSFGPPAVEGPPSAQA.... Result: 0 (no interaction). (3) The miRNA is mmu-miR-3081-3p with sequence UUGCGCUCCGAUCUCUGAGCUGG. The protein sequence of the target gene is MDPEEQELLNDYRYRSYSSVIEKALRNFESSSEWADLISSLGKLNKALQSNLRYSLLPRRLLISKRLAQCLHPALPSGVHLKALETYEIIFKIVGTKWLAKDLFLYSCGLFPLLAHAAVSVRPVLLTLYEKYFLPLQKLLLPSLQAFIVGLLPGLEEGSEISDRTDALLLRLSLVVGKEVFYTALWGSVLASPSIRLPASVFVVGHINRDAPGREQKYMLGTNHQLTVKSLRASLLDSNVLVQRNNLEIVLFFFPFYTCLDSNERAIPLLRSDIVRILSAATQTLLRRDMSLNRRLYAWL.... Result: 0 (no interaction).